From a dataset of Full USPTO retrosynthesis dataset with 1.9M reactions from patents (1976-2016). Predict the reactants needed to synthesize the given product. (1) Given the product [F:20][C:19]([F:21])([F:22])[C:18]([NH:17][CH2:16][CH2:15][CH2:14][C:10]1[CH:11]=[CH:12][CH:13]=[C:8]([C:5]#[C:4][CH2:3][CH:2]([OH:6])[CH3:1])[CH:9]=1)=[O:23], predict the reactants needed to synthesize it. The reactants are: [CH3:1][CH:2]([OH:6])[CH2:3][C:4]#[CH:5].Br[C:8]1[CH:9]=[C:10]([CH2:14][CH2:15][CH2:16][NH:17][C:18](=[O:23])[C:19]([F:22])([F:21])[F:20])[CH:11]=[CH:12][CH:13]=1. (2) Given the product [CH2:22]([O:21][C:19]([C:9]1[C:10]2[NH:11][C:12]3[CH:13]=[C:14]([N+:1]([O-:4])=[O:2])[CH:15]=[CH:16][C:17]=3[C:18]=2[CH2:5][CH2:6][NH:7][CH:8]=1)=[O:20])[CH3:23], predict the reactants needed to synthesize it. The reactants are: [N+:1]([O-:4])(O)=[O:2].[CH2:5]1[C:18]2[C:17]3[CH:16]=[CH:15][CH:14]=[CH:13][C:12]=3[NH:11][C:10]=2[C:9]([C:19]([O:21][CH2:22][CH3:23])=[O:20])=[CH:8][NH:7][CH2:6]1.[OH-].[NH4+].